Dataset: Forward reaction prediction with 1.9M reactions from USPTO patents (1976-2016). Task: Predict the product of the given reaction. (1) Given the reactants CC[CH2:3][CH2:4][CH2:5][C:6]1[CH:7]=[C:8]([OH:23])[C:9]2[C@@H:15]3[CH:16]=[C:17](C)[CH2:18][CH2:19][C@H:14]3C(C)(C)O[C:10]=2[CH:11]=1.C([O-])(=[O:26])C.[Na+].C(#N)C.C(O)(C(F)(F)F)=O, predict the reaction product. The product is: [CH:18]1[CH:19]=[CH:14][C:15](/[CH:9]=[C:8]2/[C:7]([C:6]3[C:5]([O:23]/2)=[CH:4][CH:3]=[CH:10][CH:11]=3)=[O:26])=[CH:16][CH:17]=1. (2) Given the reactants [F:1][C:2]1[CH:9]=[C:8]([C:10]2[CH:15]=[CH:14][C:13]([CH2:16][CH2:17][CH3:18])=[CH:12][CH:11]=2)[CH:7]=[C:6]([F:19])[C:3]=1[CH2:4][OH:5].[F:20][C:21]1[CH:22]=[C:23](O)[CH:24]=[C:25]([F:28])[C:26]=1[F:27].C1(P(C2C=CC=CC=2)C2C=CC=CC=2)C=CC=CC=1.CC(OC(/N=N/C(OC(C)C)=O)=O)C, predict the reaction product. The product is: [F:20][C:21]1[CH:22]=[C:23]([O:5][CH2:4][C:3]2[C:2]([F:1])=[CH:9][C:8]([C:10]3[CH:15]=[CH:14][C:13]([CH2:16][CH2:17][CH3:18])=[CH:12][CH:11]=3)=[CH:7][C:6]=2[F:19])[CH:24]=[C:25]([F:28])[C:26]=1[F:27].